This data is from Merck oncology drug combination screen with 23,052 pairs across 39 cell lines. The task is: Regression. Given two drug SMILES strings and cell line genomic features, predict the synergy score measuring deviation from expected non-interaction effect. (1) Drug 1: O=C(NOCC(O)CO)c1ccc(F)c(F)c1Nc1ccc(I)cc1F. Drug 2: CC(C)CC(NC(=O)C(Cc1ccccc1)NC(=O)c1cnccn1)B(O)O. Cell line: NCIH2122. Synergy scores: synergy=-3.64. (2) Drug 1: O=S1(=O)NC2(CN1CC(F)(F)F)C1CCC2Cc2cc(C=CCN3CCC(C(F)(F)F)CC3)ccc2C1. Drug 2: O=C(O)C1(Cc2cccc(Nc3nccs3)n2)CCC(Oc2cccc(Cl)c2F)CC1. Cell line: A2780. Synergy scores: synergy=4.67. (3) Drug 1: NC1(c2ccc(-c3nc4ccn5c(=O)[nH]nc5c4cc3-c3ccccc3)cc2)CCC1. Drug 2: Cn1cc(-c2cnn3c(N)c(Br)c(C4CCCNC4)nc23)cn1. Cell line: SKMEL30. Synergy scores: synergy=11.0.